Predict the reaction yield, written as a fraction of the theoretical maximum amount of product (1.0 means a 100% yield; for example, 0.34 means a 34% yield). From a dataset of Reaction yield outcomes from USPTO patents with 853,638 reactions. (1) The reactants are [O:1]([C:8]1[CH:27]=[CH:26][C:11]([O:12][C:13]2[CH:18]=[CH:17][N:16]=[CH:15][C:14]=2[C:19]2[CH:20]=[C:21]([CH:23]=[CH:24][CH:25]=2)[NH2:22])=[CH:10][CH:9]=1)[C:2]1[CH:7]=[CH:6][CH:5]=[CH:4][CH:3]=1.N1C=CC=CC=1.CN1C[CH2:38][CH2:37][C:36]1=[O:40]. The catalyst is ClCCl. The product is [O:1]([C:8]1[CH:9]=[CH:10][C:11]([O:12][C:13]2[CH:18]=[CH:17][N:16]=[CH:15][C:14]=2[C:19]2[CH:20]=[C:21]([NH:22][C:36](=[O:40])[CH2:37][CH3:38])[CH:23]=[CH:24][CH:25]=2)=[CH:26][CH:27]=1)[C:2]1[CH:7]=[CH:6][CH:5]=[CH:4][CH:3]=1. The yield is 0.650. (2) The reactants are [CH:1]1([C:4]([N:6]2[C:15]3[C:10](=[C:11]([O:34][C:35]4[CH:40]=[CH:39][CH:38]=[CH:37][CH:36]=4)[C:12]([N:16]4[CH:20]=[C:19]([C:21]5[CH2:26][CH2:25][N:24]([C:27]([O:29][C:30]([CH3:33])([CH3:32])[CH3:31])=[O:28])[CH2:23][CH:22]=5)[CH:18]=[N:17]4)=[CH:13][CH:14]=3)[CH2:9][CH2:8][C@@H:7]2[CH3:41])=[O:5])[CH2:3][CH2:2]1. The catalyst is [Pd].CO. The product is [CH:1]1([C:4]([N:6]2[C:15]3[C:10](=[C:11]([O:34][C:35]4[CH:36]=[CH:37][CH:38]=[CH:39][CH:40]=4)[C:12]([N:16]4[CH:20]=[C:19]([CH:21]5[CH2:22][CH2:23][N:24]([C:27]([O:29][C:30]([CH3:33])([CH3:32])[CH3:31])=[O:28])[CH2:25][CH2:26]5)[CH:18]=[N:17]4)=[CH:13][CH:14]=3)[CH2:9][CH2:8][C@@H:7]2[CH3:41])=[O:5])[CH2:3][CH2:2]1. The yield is 0.990. (3) The reactants are CS(O[C@H]1CCN(CC2C=CC(C)=CC=2)C1=O)(=O)=O.[F:20][C@H:21]1[C@H:26]([C:27]2[CH:32]=[CH:31][C:30]([OH:33])=[C:29]([F:34])[CH:28]=2)[CH2:25][CH2:24][N:23](C(OC(C)(C)C)=O)[CH2:22]1.CCN(C(C)C)C(C)C. The catalyst is C(#N)C. The product is [F:34][C:29]1[CH:28]=[C:27]([C@@H:26]2[CH2:25][CH2:24][NH:23][CH2:22][C@H:21]2[F:20])[CH:32]=[CH:31][C:30]=1[OH:33]. The yield is 0.410. (4) The reactants are [F:1][C:2]1[C:11]([CH:12]([C:14]2[N:18]3[N:19]=[C:20](/[C:23](=[N:25]/[OH:26])/[CH3:24])[CH:21]=[CH:22][C:17]3=[N:16][N:15]=2)[CH3:13])=[C:10]([F:27])[CH:9]=[C:8]2[C:3]=1[CH:4]=[CH:5][CH:6]=[N:7]2.O=C(Cl)[O:30][C:31](Cl)(Cl)Cl.[NH3:36]. The catalyst is C1COCC1. The product is [C:31]([O:26]/[N:25]=[C:23](/[C:20]1[CH:21]=[CH:22][C:17]2[N:18]([C:14]([C@@H:12]([C:11]3[C:2]([F:1])=[C:3]4[C:8](=[CH:9][C:10]=3[F:27])[N:7]=[CH:6][CH:5]=[CH:4]4)[CH3:13])=[N:15][N:16]=2)[N:19]=1)\[CH3:24])(=[O:30])[NH2:36]. The yield is 0.458. (5) The reactants are [C:1]1([C:14]2[CH:19]=[CH:18][CH:17]=[CH:16][CH:15]=2)[CH:6]=[CH:5][C:4]([NH:7][C:8](=[O:13])[CH2:9][C:10]([OH:12])=O)=[CH:3][CH:2]=1.C1C=CC2N(O)N=NC=2C=1.CCN(C(C)C)C(C)C.CCN=C=NCCCN(C)C.Cl.Cl.[F:52][C:53]1[CH:65]=[CH:64][C:63]([F:66])=[CH:62][C:54]=1[O:55][CH:56]1[CH2:61][CH2:60][NH:59][CH2:58][CH2:57]1. The catalyst is CN(C=O)C.O. The product is [C:1]1([C:14]2[CH:19]=[CH:18][CH:17]=[CH:16][CH:15]=2)[CH:2]=[CH:3][C:4]([NH:7][C:8](=[O:13])[CH2:9][C:10]([N:59]2[CH2:58][CH2:57][CH:56]([O:55][C:54]3[CH:62]=[C:63]([F:66])[CH:64]=[CH:65][C:53]=3[F:52])[CH2:61][CH2:60]2)=[O:12])=[CH:5][CH:6]=1. The yield is 0.220. (6) The reactants are O[CH2:2][C@@H:3]([C@@H:5](/[CH:7]=[CH:8]\[CH2:9]CCCCCCCCCCCC)[OH:6])N.[C:22](Cl)(=[O:38])[CH2:23]CCCCCCCCCCCCCC. The catalyst is C(Cl)(Cl)Cl.CO. The product is [C:22]([O:6][CH2:5][CH3:7])(=[O:38])[CH3:23].[CH3:2][CH2:3][CH2:5][CH2:7][CH2:8][CH3:9]. The yield is 0.750.